This data is from Forward reaction prediction with 1.9M reactions from USPTO patents (1976-2016). The task is: Predict the product of the given reaction. (1) Given the reactants [N:1]1[CH:6]=[C:5]([CH2:7][C:8]#[N:9])[CH:4]=[N:3][CH:2]=1.Br[CH2:11][CH:12]1[CH2:14][CH2:13]1.[H-].[Na+], predict the reaction product. The product is: [CH:12]1([CH2:11][CH:7]([C:5]2[CH:6]=[N:1][CH:2]=[N:3][CH:4]=2)[C:8]#[N:9])[CH2:14][CH2:13]1. (2) Given the reactants [OH:1][CH:2]1[CH2:7][CH2:6][NH:5][CH2:4][CH2:3]1.Cl.Cl[C:10]1[CH:15]=[CH:14][N:13]=[CH:12][CH:11]=1.C(=O)([O-])O.[Na+], predict the reaction product. The product is: [OH:1][CH:2]1[CH2:7][CH2:6][N:5]([C:10]2[CH:15]=[CH:14][N:13]=[CH:12][CH:11]=2)[CH2:4][CH2:3]1.